This data is from Catalyst prediction with 721,799 reactions and 888 catalyst types from USPTO. The task is: Predict which catalyst facilitates the given reaction. (1) Reactant: [I-].[CH3:2][P+](C1C=CC=CC=1)(C1C=CC=CC=1)C1C=CC=CC=1.CC(C)([O-])C.[K+].[CH2:28]([S:30][C:31]1[CH:36]=[CH:35][CH:34]=[CH:33][C:32]=1[CH:37]=O)[CH3:29].C(=O)(O)[O-].[Na+]. Product: [CH2:28]([S:30][C:31]1[CH:36]=[CH:35][CH:34]=[CH:33][C:32]=1[CH:37]=[CH2:2])[CH3:29]. The catalyst class is: 28. (2) Reactant: [OH:1][C:2]1[CH:10]=[CH:9][C:8]([C:11]2[N:12]([C:27]([O:29][C:30]([CH3:33])([CH3:32])[CH3:31])=[O:28])[C:13]3[C:18]([CH:19]=2)=[CH:17][C:16]([CH2:20][N:21]2[CH2:26][CH2:25][CH2:24][CH2:23][CH2:22]2)=[CH:15][CH:14]=3)=[C:7]2[C:3]=1[CH2:4][NH:5][C:6]2=[O:34].C(N(CC)CC)C.[Cl:42][C:43]1[CH:48]=[C:47]([F:49])[CH:46]=[CH:45][C:44]=1[S:50](Cl)(=[O:52])=[O:51]. Product: [Cl:42][C:43]1[CH:48]=[C:47]([F:49])[CH:46]=[CH:45][C:44]=1[S:50]([O:1][C:2]1[CH:10]=[CH:9][C:8]([C:11]2[N:12]([C:27]([O:29][C:30]([CH3:31])([CH3:33])[CH3:32])=[O:28])[C:13]3[C:18]([CH:19]=2)=[CH:17][C:16]([CH2:20][N:21]2[CH2:26][CH2:25][CH2:24][CH2:23][CH2:22]2)=[CH:15][CH:14]=3)=[C:7]2[C:3]=1[CH2:4][NH:5][C:6]2=[O:34])(=[O:52])=[O:51]. The catalyst class is: 10. (3) Reactant: C(OCC)C.[F:6][C:7]([F:35])([C:10]([F:34])([F:33])[C:11]([F:32])([F:31])[C:12]([F:30])([F:29])[C:13]([F:28])([F:27])[C:14]([F:26])([F:25])[C:15]([F:24])([F:23])[C:16]([F:22])([F:21])[C:17]([F:20])([F:19])[F:18])[CH2:8][OH:9].[F:36][C:37]([F:50])([F:49])[S:38](O[S:38]([C:37]([F:50])([F:49])[F:36])(=[O:40])=[O:39])(=[O:40])=[O:39].Cl. Product: [F:36][C:37]([F:50])([F:49])[S:38]([O:9][CH2:8][C:7]([F:35])([F:6])[C:10]([F:33])([F:34])[C:11]([F:31])([F:32])[C:12]([F:29])([F:30])[C:13]([F:27])([F:28])[C:14]([F:25])([F:26])[C:15]([F:24])([F:23])[C:16]([F:22])([F:21])[C:17]([F:20])([F:19])[F:18])(=[O:40])=[O:39]. The catalyst class is: 66. (4) Reactant: [Cl:1][C:2]1[CH:11]=[CH:10][CH:9]=[C:8]2[C:3]=1[C:4]([N:13]1[CH2:18][CH2:17][NH:16][CH2:15][CH2:14]1)=[CH:5][C:6]([CH3:12])=[N:7]2.[F:19][C:20]1[CH:25]=[CH:24][C:23]([N:26]=[C:27]=[O:28])=[CH:22][CH:21]=1.CCCCCC.CCOC(C)=O. Product: [Cl:1][C:2]1[CH:11]=[CH:10][CH:9]=[C:8]2[C:3]=1[C:4]([N:13]1[CH2:18][CH2:17][N:16]([C:27]([NH:26][C:23]3[CH:24]=[CH:25][C:20]([F:19])=[CH:21][CH:22]=3)=[O:28])[CH2:15][CH2:14]1)=[CH:5][C:6]([CH3:12])=[N:7]2. The catalyst class is: 79. (5) Reactant: [F:1][C:2]1[CH:3]=[C:4]([C:9]2[CH:10]=[CH:11][C:12]3[N:13]([C:15]([CH2:18][NH:19][C:20]4[CH:21]=[CH:22][N:23]=[C:24]5[C:29]=4[N:28]=[CH:27][C:26]([C:30]4(O)[CH2:35][CH2:34][N:33](C(OC(C)(C)C)=O)[CH2:32][CH2:31]4)=[CH:25]5)=[N:16][N:17]=3)[N:14]=2)[CH:5]=[C:6]([F:8])[CH:7]=1.CCN(S(F)(F)[F:50])CC.C(O)(C(F)(F)F)=O. Product: [F:8][C:6]1[CH:5]=[C:4]([C:9]2[CH:10]=[CH:11][C:12]3[N:13]([C:15]([CH2:18][NH:19][C:20]4[C:29]5[C:24](=[CH:25][C:26]([C:30]6([F:50])[CH2:35][CH2:34][NH:33][CH2:32][CH2:31]6)=[CH:27][N:28]=5)[N:23]=[CH:22][CH:21]=4)=[N:16][N:17]=3)[N:14]=2)[CH:3]=[C:2]([F:1])[CH:7]=1. The catalyst class is: 2. (6) Reactant: [CH3:1][N:2]1[C:7]2[CH:8]=[CH:9][C:10]([N:12]3[CH:17]=[C:16]([C:18]([O:20][CH2:21][CH3:22])=[O:19])[C:15](=[O:23])[NH:14][C:13]3=[O:24])=[CH:11][C:6]=2[O:5][CH2:4][C:3]1=[O:25].[CH3:26][C:27]1[C:34]([N+:35]([O-:37])=[O:36])=[CH:33][CH:32]=[CH:31][C:28]=1[CH2:29]Cl.C(=O)([O-])[O-].[K+].[K+].[I-].[K+]. Product: [CH3:26][C:27]1[C:34]([N+:35]([O-:37])=[O:36])=[CH:33][CH:32]=[CH:31][C:28]=1[CH2:29][N:14]1[C:15](=[O:23])[C:16]([C:18]([O:20][CH2:21][CH3:22])=[O:19])=[CH:17][N:12]([C:10]2[CH:9]=[CH:8][C:7]3[N:2]([CH3:1])[C:3](=[O:25])[CH2:4][O:5][C:6]=3[CH:11]=2)[C:13]1=[O:24]. The catalyst class is: 10. (7) Reactant: C(OC([N:8]1[CH2:12][CH2:11][CH2:10][C@H:9]1[C:13]1[NH:17][C:16]2[CH:18]=[C:19]([C:22]3[CH:23]=[C:24]4[C:29](=[CH:30][CH:31]=3)[CH:28]=[C:27]([C:32]3[NH:36][C:35]([C@@H:37]5[CH2:41][CH2:40][CH2:39][N:38]5C(OC(C)(C)C)=O)=[N:34][CH:33]=3)[CH:26]=[CH:25]4)[CH:20]=[CH:21][C:15]=2[N:14]=1)=O)(C)(C)C.C(OC(N1CCC[C@H]1C1NC2C=C(C3C=C4C(C=CC(C5NC([C@@H]6CCCN6C(OC(C)(C)C)=O)=NC=5)=C4)=CC=3)C=CC=2N=1)=O)(C)(C)C.[C:97]([OH:103])([C:99]([F:102])([F:101])[F:100])=[O:98]. Product: [C:97]([OH:103])([C:99]([F:102])([F:101])[F:100])=[O:98].[NH:8]1[CH2:12][CH2:11][CH2:10][C@H:9]1[C:13]1[NH:17][C:16]2[CH:18]=[C:19]([C:22]3[CH:31]=[CH:30][C:29]4[C:24](=[CH:25][CH:26]=[C:27]([C:32]5[NH:36][C:35]([C@@H:37]6[CH2:41][CH2:40][CH2:39][NH:38]6)=[N:34][CH:33]=5)[CH:28]=4)[CH:23]=3)[CH:20]=[CH:21][C:15]=2[N:14]=1. The catalyst class is: 2. (8) Reactant: [O:1]=[C:2]1[CH2:7][CH2:6][CH:5]([O:8][C:9]2[CH:32]=[CH:31][C:12]([C:13]([NH:15][CH2:16][CH2:17][NH:18][C:19]([C:21]3[CH:30]=[CH:29][C:28]4[C:23](=[CH:24][CH:25]=[CH:26][CH:27]=4)[CH:22]=3)=[O:20])=[O:14])=[CH:11][CH:10]=2)[CH2:4][CH2:3]1.[BH4-].[Na+]. Product: [OH:1][CH:2]1[CH2:3][CH2:4][CH:5]([O:8][C:9]2[CH:10]=[CH:11][C:12]([C:13]([NH:15][CH2:16][CH2:17][NH:18][C:19]([C:21]3[CH:30]=[CH:29][C:28]4[C:23](=[CH:24][CH:25]=[CH:26][CH:27]=4)[CH:22]=3)=[O:20])=[O:14])=[CH:31][CH:32]=2)[CH2:6][CH2:7]1. The catalyst class is: 5. (9) Reactant: CCN(C(C)C)C(C)C.[CH3:10][O:11][C:12]1[CH:17]=[CH:16][CH:15]=[CH:14][C:13]=1[C:18]1[NH:22][N:21]=[C:20]([C:23]([NH:25][CH2:26][C:27]([OH:29])=O)=[O:24])[CH:19]=1.CCN=C=NCCCN(C)C.Cl.[N:42]1([C:48]([C:50]2[CH:55]=[CH:54][CH:53]=[CH:52][C:51]=2[C:56]([F:59])([F:58])[F:57])=[O:49])[CH2:47][CH2:46][NH:45][CH2:44][CH2:43]1. Product: [O:29]=[C:27]([N:45]1[CH2:46][CH2:47][N:42]([C:48](=[O:49])[C:50]2[CH:55]=[CH:54][CH:53]=[CH:52][C:51]=2[C:56]([F:59])([F:57])[F:58])[CH2:43][CH2:44]1)[CH2:26][NH:25][C:23]([C:20]1[CH:19]=[C:18]([C:13]2[CH:14]=[CH:15][CH:16]=[CH:17][C:12]=2[O:11][CH3:10])[NH:22][N:21]=1)=[O:24]. The catalyst class is: 18. (10) Reactant: [CH3:1][C:2]1[S:23][C:5]2=[N:6][C:7]([CH3:22])=[C:8]([CH2:17][C:18]([O:20][CH3:21])=[O:19])[C:9]([C:10]3[CH:15]=[CH:14][C:13]([CH3:16])=[CH:12][CH:11]=3)=[C:4]2[C:3]=1[CH3:24].[Li+].C[Si]([N-][Si](C)(C)C)(C)C.[CH2:35]1[CH2:39]OC[CH2:36]1.ICCC. Product: [CH3:1][C:2]1[S:23][C:5]2=[N:6][C:7]([CH3:22])=[C:8]([CH:17]([CH2:36][CH2:35][CH3:39])[C:18]([O:20][CH3:21])=[O:19])[C:9]([C:10]3[CH:11]=[CH:12][C:13]([CH3:16])=[CH:14][CH:15]=3)=[C:4]2[C:3]=1[CH3:24]. The catalyst class is: 3.